Dataset: Reaction yield outcomes from USPTO patents with 853,638 reactions. Task: Predict the reaction yield, written as a fraction of the theoretical maximum amount of product (1.0 means a 100% yield; for example, 0.34 means a 34% yield). (1) The reactants are [CH3:1][C:2]1([CH3:35])[CH2:5][CH:4]([CH:6]([NH:23][C:24]2[CH:25]=[N:26][C:27]3[C:32]([CH:33]=2)=[CH:31][C:30]([F:34])=[CH:29][CH:28]=3)[C:7]2[CH:22]=[CH:21][C:10]([C:11]([NH:13][CH2:14][CH2:15][C:16]([O:18]CC)=[O:17])=[O:12])=[CH:9][CH:8]=2)[CH2:3]1.O1CCCC1.[OH-].[Na+].Cl. The catalyst is C(OCC)(=O)C.O.CO. The product is [CH3:1][C:2]1([CH3:35])[CH2:5][CH:4]([CH:6]([NH:23][C:24]2[CH:25]=[N:26][C:27]3[C:32]([CH:33]=2)=[CH:31][C:30]([F:34])=[CH:29][CH:28]=3)[C:7]2[CH:8]=[CH:9][C:10]([C:11]([NH:13][CH2:14][CH2:15][C:16]([OH:18])=[O:17])=[O:12])=[CH:21][CH:22]=2)[CH2:3]1. The yield is 0.990. (2) The yield is 0.350. The catalyst is C(Cl)Cl. The product is [C:41]([C:40]([C:37]1[CH:38]=[CH:39][C:34]([CH2:33][NH:32][C:11](=[O:13])[CH2:10][N:7]2[C:6]3[C:14]([F:15])=[C:2]([F:1])[CH:3]=[CH:4][C:5]=3[N:9]=[CH:8]2)=[C:35]([CH3:45])[CH:36]=1)([CH3:44])[CH3:43])#[N:42]. The reactants are [F:1][C:2]1[CH:3]=[CH:4][C:5]2[N:9]=[CH:8][N:7]([CH2:10][C:11]([OH:13])=O)[C:6]=2[C:14]=1[F:15].CCN(C(C)C)C(C)C.C(Cl)(=O)C(C)(C)C.[NH2:32][CH2:33][C:34]1[CH:39]=[CH:38][C:37]([C:40]([CH3:44])([CH3:43])[C:41]#[N:42])=[CH:36][C:35]=1[CH3:45]. (3) The reactants are [OH:1][C@H:2]1[CH:6]=[CH:5][C@@H:4]([O:7][Si:8]([C:11]([CH3:14])([CH3:13])[CH3:12])([CH3:10])[CH3:9])[CH2:3]1. The catalyst is CCOC(C)=O.CCCCCC. The product is [O:7]([C@H:4]1[CH:5]=[CH:6][C@H:2]([OH:1])[CH2:3]1)[Si:8]([C:11]([CH3:14])([CH3:13])[CH3:12])([CH3:10])[CH3:9]. The yield is 0.810. (4) The reactants are [CH2:1]([C:3]1[CH:4]=[C:5]([N:9]=[C:10]=[S:11])[CH:6]=[CH:7][CH:8]=1)[CH3:2].[NH3:12]. The catalyst is CO. The product is [CH2:1]([C:3]1[CH:4]=[C:5]([NH:9][C:10]([NH2:12])=[S:11])[CH:6]=[CH:7][CH:8]=1)[CH3:2]. The yield is 0.870.